Dataset: Catalyst prediction with 721,799 reactions and 888 catalyst types from USPTO. Task: Predict which catalyst facilitates the given reaction. (1) Reactant: [CH:1]([O-])=O.[NH4+].Cl[C:6]1[CH:7]=[C:8]([C:12]([C:15]([F:18])([F:17])[F:16])=[CH:13][N:14]=1)[C:9]([OH:11])=[O:10]. Product: [F:16][C:15]([F:18])([F:17])[C:12]1[CH:13]=[N:14][CH:6]=[CH:7][C:8]=1[C:9]([O:11][CH3:1])=[O:10]. The catalyst class is: 129. (2) The catalyst class is: 11. Product: [Br:23][C:12]1[N:11]=[C:10]2[NH:9][N:8]=[C:7]([C:1]3[CH:6]=[CH:5][CH:4]=[CH:3][CH:2]=3)[C:15]2=[C:14]([C:16]([F:19])([F:18])[F:17])[CH:13]=1. Reactant: [C:1]1([C:7]2[C:15]3[C:10](=[N:11][C:12](O)=[CH:13][C:14]=3[C:16]([F:19])([F:18])[F:17])[NH:9][N:8]=2)[CH:6]=[CH:5][CH:4]=[CH:3][CH:2]=1.P(Br)(Br)([Br:23])=O. (3) Reactant: [H-].[Na+].[CH2:3]([N:10]1[CH:15]=[CH:14][O:13][C:12]([OH:16])=[C:11]1[C:17]1[CH:22]=[CH:21][C:20]([F:23])=[CH:19][CH:18]=1)[C:4]1[CH:9]=[CH:8][CH:7]=[CH:6][CH:5]=1.Br[CH:25]([C:27]1[CH:32]=[C:31]([C:33]([F:36])([F:35])[F:34])[CH:30]=[C:29]([C:37]([F:40])([F:39])[F:38])[CH:28]=1)[CH3:26]. Product: [CH2:3]([N:10]1[CH2:15][CH2:14][O:13][C@@H:12]([O:16][CH2:26][CH2:25][C:27]2[CH:28]=[C:29]([C:37]([F:38])([F:40])[F:39])[CH:30]=[C:31]([C:33]([F:34])([F:35])[F:36])[CH:32]=2)[C@@H:11]1[C:17]1[CH:18]=[CH:19][C:20]([F:23])=[CH:21][CH:22]=1)[C:4]1[CH:5]=[CH:6][CH:7]=[CH:8][CH:9]=1. The catalyst class is: 16. (4) Reactant: [CH2:1]([NH:3][CH2:4][CH2:5][O:6][C:7]1[CH:12]=[CH:11][C:10]([N+:13]([O-:15])=[O:14])=[CH:9][CH:8]=1)[CH3:2].C(N(C(C)C)CC)(C)C.[C:25](O[C:25]([O:27][C:28]([CH3:31])([CH3:30])[CH3:29])=[O:26])([O:27][C:28]([CH3:31])([CH3:30])[CH3:29])=[O:26]. Product: [C:28]([O:27][C:25](=[O:26])[N:3]([CH2:1][CH3:2])[CH2:4][CH2:5][O:6][C:7]1[CH:12]=[CH:11][C:10]([N+:13]([O-:15])=[O:14])=[CH:9][CH:8]=1)([CH3:31])([CH3:30])[CH3:29]. The catalyst class is: 12. (5) Reactant: [Cl:1][C:2]1[CH:7]=[CH:6][C:5]([C:8]2[C:9]([CH:15]=[O:16])=[CH:10][C:11]([OH:14])=[CH:12][CH:13]=2)=[CH:4][CH:3]=1.Br[CH2:18][CH2:19][O:20][Si:21]([C:24]([CH3:27])([CH3:26])[CH3:25])([CH3:23])[CH3:22].C(=O)([O-])[O-].[Cs+].[Cs+]. Product: [Si:21]([O:20][CH2:19][CH2:18][O:14][C:11]1[CH:10]=[C:9]([CH:15]=[O:16])[C:8]([C:5]2[CH:4]=[CH:3][C:2]([Cl:1])=[CH:7][CH:6]=2)=[CH:13][CH:12]=1)([C:24]([CH3:27])([CH3:26])[CH3:25])([CH3:23])[CH3:22]. The catalyst class is: 42.